This data is from Peptide-MHC class II binding affinity with 134,281 pairs from IEDB. The task is: Regression. Given a peptide amino acid sequence and an MHC pseudo amino acid sequence, predict their binding affinity value. This is MHC class II binding data. The peptide sequence is DFHPGAGKTRRFLPQ. The MHC is DRB1_1101 with pseudo-sequence DRB1_1101. The binding affinity (normalized) is 0.312.